This data is from Catalyst prediction with 721,799 reactions and 888 catalyst types from USPTO. The task is: Predict which catalyst facilitates the given reaction. (1) Reactant: [NH2:1][C:2]1[CH:3]=[N:4][CH:5]=[C:6]([Br:8])[CH:7]=1.[C:9]1(=O)[O:14][C:12](=[O:13])[C:11]2=[CH:15][CH:16]=[CH:17][CH:18]=[C:10]12. Product: [Br:8][C:6]1[CH:7]=[C:2]([N:1]2[C:12](=[O:13])[C:11]3[C:10](=[CH:18][CH:17]=[CH:16][CH:15]=3)[C:9]2=[O:14])[CH:3]=[N:4][CH:5]=1. The catalyst class is: 15. (2) Reactant: F[C:2]1[CH:3]=[C:4]([N+:8]([O-:10])=[O:9])[CH:5]=[CH:6][CH:7]=1.[NH:11]1[CH:15]=[C:14]([C:16]([O:18][CH3:19])=[O:17])[N:13]=[CH:12]1.C(=O)([O-])[O-].[K+].[K+].O. Product: [N+:8]([C:4]1[CH:3]=[C:2]([N:11]2[CH:15]=[C:14]([C:16]([O:18][CH3:19])=[O:17])[N:13]=[CH:12]2)[CH:7]=[CH:6][CH:5]=1)([O-:10])=[O:9]. The catalyst class is: 37. (3) Reactant: Br[C:2]1[C:25](=[O:26])[N:24]([CH2:27][CH3:28])[C:5]2[N:6]=[C:7]([NH:10][C:11]3[CH:16]=[CH:15][C:14]([N:17]4[CH2:22][CH2:21][N:20]([CH3:23])[CH2:19][CH2:18]4)=[CH:13][CH:12]=3)[N:8]=[CH:9][C:4]=2[CH:3]=1.[CH3:29][S:30]([C:33]1[CH:38]=[CH:37][C:36](B(O)O)=[CH:35][CH:34]=1)(=[O:32])=[O:31].[O-]P([O-])([O-])=O.[K+].[K+].[K+].CN(C)C=O. Product: [CH2:27]([N:24]1[C:5]2[N:6]=[C:7]([NH:10][C:11]3[CH:16]=[CH:15][C:14]([N:17]4[CH2:22][CH2:21][N:20]([CH3:23])[CH2:19][CH2:18]4)=[CH:13][CH:12]=3)[N:8]=[CH:9][C:4]=2[CH:3]=[C:2]([C:36]2[CH:37]=[CH:38][C:33]([S:30]([CH3:29])(=[O:32])=[O:31])=[CH:34][CH:35]=2)[C:25]1=[O:26])[CH3:28]. The catalyst class is: 263.